The task is: Predict the product of the given reaction.. This data is from Forward reaction prediction with 1.9M reactions from USPTO patents (1976-2016). Given the reactants [Cl:1][C:2]1[CH:3]=[C:4]2[C:9](=[CH:10][CH:11]=1)[N:8]=[CH:7][C:6]([CH2:12][OH:13])=[C:5]2[NH:14][C:15]1[CH:20]=[CH:19][C:18]([N:21]2[CH2:26][CH2:25][N:24]([C:27]([O:29][C:30]([CH3:33])([CH3:32])[CH3:31])=[O:28])[CH2:23][CH2:22]2)=[C:17]([C:34]([F:37])([F:36])[F:35])[CH:16]=1.Cl[C:39](Cl)([O:41]C(=O)OC(Cl)(Cl)Cl)Cl.CCN(CC)CC, predict the reaction product. The product is: [Cl:1][C:2]1[CH:11]=[CH:10][C:9]2[N:8]=[CH:7][C:6]3[CH2:12][O:13][C:39](=[O:41])[N:14]([C:15]4[CH:20]=[CH:19][C:18]([N:21]5[CH2:22][CH2:23][N:24]([C:27]([O:29][C:30]([CH3:33])([CH3:32])[CH3:31])=[O:28])[CH2:25][CH2:26]5)=[C:17]([C:34]([F:37])([F:35])[F:36])[CH:16]=4)[C:5]=3[C:4]=2[CH:3]=1.